Dataset: Catalyst prediction with 721,799 reactions and 888 catalyst types from USPTO. Task: Predict which catalyst facilitates the given reaction. (1) Reactant: C(Cl)(=O)C(Cl)=O.[Br:7][C:8]1[CH:16]=[CH:15][C:11]([C:12]([OH:14])=O)=[CH:10][CH:9]=1.Cl.[NH:18]1[CH2:21][CH2:20][CH2:19]1.C(N(CC)CC)C. Product: [Br:7][C:8]1[CH:9]=[CH:10][C:11]([C:12]([N:18]2[CH2:21][CH2:20][CH2:19]2)=[O:14])=[CH:15][CH:16]=1. The catalyst class is: 2. (2) Reactant: [C:1](Cl)(=[O:8])[C:2]1[CH:7]=[CH:6][CH:5]=[CH:4][CH:3]=1.N1C=CN=C1.[CH2:15]([O:22][C@H:23]1[C@H:36]([OH:37])[C@@H:35]([CH2:38][OH:39])[O:34][C@H:25]([O:26][CH2:27][C:28]2[CH:33]=[CH:32][CH:31]=[CH:30][CH:29]=2)[C@@H:24]1[NH:40][C:41](=[O:43])[CH3:42])[C:16]1[CH:21]=[CH:20][CH:19]=[CH:18][CH:17]=1. Product: [C:1]([O:39][CH2:38][C@H:35]1[O:34][C@H:25]([O:26][CH2:27][C:28]2[CH:33]=[CH:32][CH:31]=[CH:30][CH:29]=2)[C@H:24]([NH:40][C:41](=[O:43])[CH3:42])[C@@H:23]([O:22][CH2:15][C:16]2[CH:21]=[CH:20][CH:19]=[CH:18][CH:17]=2)[C@@H:36]1[OH:37])(=[O:8])[C:2]1[CH:7]=[CH:6][CH:5]=[CH:4][CH:3]=1. The catalyst class is: 26. (3) Reactant: Br[C:2]1[CH:3]=[C:4]([NH:10][C@H:11]([CH2:15][CH3:16])[C:12]([NH2:14])=[O:13])[CH:5]=[N:6][C:7]=1[C:8]#[N:9].Cl.[CH3:18][C:19]1[CH:23]=[C:22]([NH2:24])[S:21][N:20]=1.O(C1C=CC=CC=1)[Na].O.O.O.CC1(C)C2C(=C(P(C3C=CC=CC=3)C3C=CC=CC=3)C=CC=2)OC2C(P(C3C=CC=CC=3)C3C=CC=CC=3)=CC=CC1=2. Product: [C:8]([C:7]1[N:6]=[CH:5][C:4]([NH:10][C@H:11]([CH2:15][CH3:16])[C:12]([NH2:14])=[O:13])=[CH:3][C:2]=1[NH:24][C:22]1[S:21][N:20]=[C:19]([CH3:18])[CH:23]=1)#[N:9]. The catalyst class is: 62. (4) Reactant: [Br:1][C:2]1[CH:6]=[N:5][N:4]([CH3:7])[C:3]=1[C:8]1[CH:9]=[C:10]([NH2:16])[CH:11]=[CH:12][C:13]=1[O:14][CH3:15].[F:17][C:18]1[CH:19]=[C:20]([N:24]=[C:25]=[O:26])[CH:21]=[CH:22][CH:23]=1. Product: [Br:1][C:2]1[CH:6]=[N:5][N:4]([CH3:7])[C:3]=1[C:8]1[CH:9]=[C:10]([NH:16][C:25]([NH:24][C:20]2[CH:21]=[CH:22][CH:23]=[C:18]([F:17])[CH:19]=2)=[O:26])[CH:11]=[CH:12][C:13]=1[O:14][CH3:15]. The catalyst class is: 2.